This data is from Forward reaction prediction with 1.9M reactions from USPTO patents (1976-2016). The task is: Predict the product of the given reaction. The product is: [N+:1](/[CH:4]=[CH:5]/[C:6]1[C:14]2[CH:13]=[CH:12][CH:11]=[CH:10][C:9]=2[N:8]2[CH2:15][CH2:16][NH:17][CH2:18][CH2:19][C:7]=12)([O-:3])=[O:2]. Given the reactants [N+:1](/[CH:4]=[CH:5]/[C:6]1[C:14]2[CH:13]=[CH:12][CH:11]=[CH:10][C:9]=2[N:8]2[CH2:15][CH2:16][N:17](C(OC(C)(C)C)=O)[CH2:18][CH2:19][C:7]=12)([O-:3])=[O:2].Cl, predict the reaction product.